This data is from Catalyst prediction with 721,799 reactions and 888 catalyst types from USPTO. The task is: Predict which catalyst facilitates the given reaction. (1) Reactant: [CH2:1]([NH2:4])[CH2:2][CH3:3].C(N(CC)C(C)C)(C)C.[N:14]1[C:21](Cl)=[N:20][C:18](Cl)=[N:17][C:15]=1[Cl:16].Cl.[CH3:24][O:25][NH:26][CH3:27]. Product: [Cl:16][C:15]1[N:14]=[C:21]([NH:4][CH2:1][CH2:2][CH3:3])[N:20]=[C:18]([N:26]([CH3:27])[O:25][CH3:24])[N:17]=1. The catalyst class is: 10. (2) Reactant: CO[CH:3](OC)[CH2:4][CH:5](OC)OC.[Cl:12][C:13]1[CH:22]=[C:21]([CH3:23])[C:20]([NH:24][NH2:25])=[CH:19][C:14]=1[C:15]([O:17][CH3:18])=[O:16]. Product: [Cl:12][C:13]1[CH:22]=[C:21]([CH3:23])[C:20]([N:24]2[CH:5]=[CH:4][CH:3]=[N:25]2)=[CH:19][C:14]=1[C:15]([O:17][CH3:18])=[O:16]. The catalyst class is: 8. (3) Reactant: C(OC([N:8]1[C:17]2[C:12](=[CH:13][C:14]([C:18]3[CH:19]=[N:20][CH:21]=[C:22]([O:24][CH2:25][CH2:26][N:27]4[CH2:31][CH2:30][O:29][C:28]4=[O:32])[CH:23]=3)=[CH:15][N:16]=2)[CH2:11][CH2:10][CH2:9]1)=O)(C)(C)C. Product: [N:16]1[C:17]2[NH:8][CH2:9][CH2:10][CH2:11][C:12]=2[CH:13]=[C:14]([C:18]2[CH:23]=[C:22]([O:24][CH2:25][CH2:26][N:27]3[CH2:31][CH2:30][O:29][C:28]3=[O:32])[CH:21]=[N:20][CH:19]=2)[CH:15]=1. The catalyst class is: 137. (4) Reactant: [F:1][CH2:2][CH2:3][OH:4].[Cl:5][C:6]1[CH:11]=[N:10][CH:9]=[C:8](Cl)[N:7]=1. Product: [Cl:5][C:6]1[CH:11]=[N:10][CH:9]=[C:8]([O:4][CH2:3][CH2:2][F:1])[N:7]=1. The catalyst class is: 346.